Dataset: Full USPTO retrosynthesis dataset with 1.9M reactions from patents (1976-2016). Task: Predict the reactants needed to synthesize the given product. (1) Given the product [CH3:1][O:2][C:3]1[CH:4]=[CH:5][C:6]2[C:10]([O:11][C:12]3[CH:17]=[CH:16][C:15](/[CH:18]=[CH:19]/[C:20]([NH2:33])=[O:21])=[CH:14][CH:13]=3)=[C:9]([C:23]3[CH:28]=[CH:27][C:26]([O:29][CH3:30])=[CH:25][CH:24]=3)[S:8][C:7]=2[CH:31]=1, predict the reactants needed to synthesize it. The reactants are: [CH3:1][O:2][C:3]1[CH:4]=[CH:5][C:6]2[C:10]([O:11][C:12]3[CH:17]=[CH:16][C:15](/[CH:18]=[CH:19]/[C:20](O)=[O:21])=[CH:14][CH:13]=3)=[C:9]([C:23]3[CH:28]=[CH:27][C:26]([O:29][CH3:30])=[CH:25][CH:24]=3)[S:8][C:7]=2[CH:31]=1.C[N:33](C(ON1N=NC2C=CC=NC1=2)=[N+](C)C)C.F[P-](F)(F)(F)(F)F.CCN(C(C)C)C(C)C.[NH4+].[Cl-]. (2) Given the product [F:12][C:4]1[CH:3]=[C:2]([C:37]2[CH:38]=[C:39]3[C:44](=[CH:45][CH:46]=2)[NH:43][C:42](=[O:47])[CH:41]([OH:48])[CH2:40]3)[CH:7]=[CH:6][C:5]=1[C:8]([F:11])([F:10])[F:9], predict the reactants needed to synthesize it. The reactants are: Br[C:2]1[CH:7]=[CH:6][C:5]([C:8]([F:11])([F:10])[F:9])=[C:4]([F:12])[CH:3]=1.B1(B2OC(C)(C)C(C)(C)O2)OC(C)(C)C(C)(C)O1.C([O-])(=O)C.[K+].Br[C:37]1[CH:38]=[C:39]2[C:44](=[CH:45][CH:46]=1)[NH:43][C:42](=[O:47])[CH:41]([OH:48])[CH2:40]2.C([O-])([O-])=O.[Na+].[Na+]. (3) Given the product [OH:24][N:1]=[C:2]1[C:6]([CH3:13])([C:7]2[CH:8]=[CH:9][CH:10]=[CH:11][CH:12]=2)[S:5][C:4](=[S:14])[N:3]1[NH:15][C:16]1[CH:21]=[CH:20][CH:19]=[CH:18][CH:17]=1, predict the reactants needed to synthesize it. The reactants are: [NH:1]=[C:2]1[C:6]([CH3:13])([C:7]2[CH:12]=[CH:11][CH:10]=[CH:9][CH:8]=2)[S:5][C:4](=[S:14])[N:3]1[NH:15][C:16]1[CH:21]=[CH:20][CH:19]=[CH:18][CH:17]=1.Cl.N[OH:24]. (4) The reactants are: [Cl:1][C:2]1[N:7]=[N:6][C:5]([NH:8][NH:9][C:10](=O)[CH2:11][C:12]2[C:13]([F:23])=[C:14]3[C:19](=[CH:20][C:21]=2[F:22])[N:18]=[CH:17][CH:16]=[CH:15]3)=[CH:4][CH:3]=1. Given the product [Cl:1][C:2]1[CH:3]=[CH:4][C:5]2[N:6]([C:10]([CH2:11][C:12]3[C:13]([F:23])=[C:14]4[C:19](=[CH:20][C:21]=3[F:22])[N:18]=[CH:17][CH:16]=[CH:15]4)=[N:9][N:8]=2)[N:7]=1, predict the reactants needed to synthesize it. (5) Given the product [F:33][C:34]1[CH:39]=[CH:38][C:37]([C:2]2[C:17]([O:18][CH2:19][C@@H:20]([NH:25][C:26](=[O:32])[O:27][C:28]([CH3:29])([CH3:31])[CH3:30])[CH2:21][CH:22]([CH3:23])[CH3:24])=[CH:16][C:5]3[N:6]([CH3:15])[C:7](=[O:14])[C:8]4[C:13]([C:4]=3[CH:3]=2)=[CH:12][CH:11]=[N:10][CH:9]=4)=[CH:36][CH:35]=1, predict the reactants needed to synthesize it. The reactants are: Br[C:2]1[C:17]([O:18][CH2:19][C@@H:20]([NH:25][C:26](=[O:32])[O:27][C:28]([CH3:31])([CH3:30])[CH3:29])[CH2:21][CH:22]([CH3:24])[CH3:23])=[CH:16][C:5]2[N:6]([CH3:15])[C:7](=[O:14])[C:8]3[C:13]([C:4]=2[CH:3]=1)=[CH:12][CH:11]=[N:10][CH:9]=3.[F:33][C:34]1[CH:39]=[CH:38][C:37](B(O)O)=[CH:36][CH:35]=1.C([O-])([O-])=O.[Cs+].[Cs+]. (6) Given the product [CH3:7][N:8]1[C:16]2[C:11](=[CH:12][CH:13]=[CH:14][CH:15]=2)[CH:10]=[C:9]1[C:17]([NH:32][C:31]1[CH:30]=[CH:29][C:28]([B:23]2[O:24][C:25]([CH3:27])([CH3:26])[C:21]([CH3:35])([CH3:20])[O:22]2)=[CH:34][CH:33]=1)=[O:19], predict the reactants needed to synthesize it. The reactants are: C(Cl)(=O)C(Cl)=O.[CH3:7][N:8]1[C:16]2[C:11](=[CH:12][CH:13]=[CH:14][CH:15]=2)[CH:10]=[C:9]1[C:17]([OH:19])=O.[CH3:20][C:21]1([CH3:35])[C:25]([CH3:27])([CH3:26])[O:24][B:23]([C:28]2[CH:34]=[CH:33][C:31]([NH2:32])=[CH:30][CH:29]=2)[O:22]1.C(N(C(C)C)CC)(C)C. (7) Given the product [O:12]=[C:3]1[CH:4]([C:7]([OH:9])=[O:8])[CH2:5][CH2:6][NH:2]1, predict the reactants needed to synthesize it. The reactants are: C[N:2]1[CH2:6][CH2:5][CH:4]([C:7]([O:9]CC)=[O:8])[C:3]1=[O:12].[Si](O[K])(C)(C)C.Cl. (8) The reactants are: [CH2:1]([O:5][CH2:6][CH2:7][O:8][C:9]1[CH:14]=[CH:13][C:12]([C:15]2[CH:16]=[CH:17][C:18]3[N:24](C(=O)C(F)(F)F)[CH2:23][CH2:22][C:21]([C:31]([NH:33][C:34]4[CH:39]=[CH:38][C:37]([CH:40]([OH:49])[C:41]5[CH:46]=[CH:45][C:44]([Cl:47])=[CH:43][N+:42]=5[O-:48])=[CH:36][CH:35]=4)=[O:32])=[CH:20][C:19]=3[CH:50]=2)=[CH:11][CH:10]=1)[CH2:2][CH2:3][CH3:4].[BH4-].[Na+].O. Given the product [CH2:1]([O:5][CH2:6][CH2:7][O:8][C:9]1[CH:10]=[CH:11][C:12]([C:15]2[CH:16]=[CH:17][C:18]3[NH:24][CH2:23][CH2:22][C:21]([C:31]([NH:33][C:34]4[CH:39]=[CH:38][C:37]([CH:40]([OH:49])[C:41]5[CH:46]=[CH:45][C:44]([Cl:47])=[CH:43][N+:42]=5[O-:48])=[CH:36][CH:35]=4)=[O:32])=[CH:20][C:19]=3[CH:50]=2)=[CH:13][CH:14]=1)[CH2:2][CH2:3][CH3:4], predict the reactants needed to synthesize it. (9) Given the product [C:29]([O:32][C:33](=[O:34])[NH:4][C:2]([C:5]1[CH:6]=[CH:7][C:8]([CH2:9][NH:10][C:11](=[O:25])[CH:12]([C:15]2[C:20]([F:21])=[CH:19][C:18]([O:22][CH3:23])=[CH:17][C:16]=2[F:24])[O:13][CH3:14])=[CH:26][CH:27]=1)=[NH:3])([CH3:31])([CH3:30])[CH3:28], predict the reactants needed to synthesize it. The reactants are: Cl.[C:2]([C:5]1[CH:27]=[CH:26][C:8]([CH2:9][NH:10][C:11](=[O:25])[CH:12]([C:15]2[C:20]([F:21])=[CH:19][C:18]([O:22][CH3:23])=[CH:17][C:16]=2[F:24])[O:13][CH3:14])=[CH:7][CH:6]=1)(=[NH:4])[NH2:3].[CH3:28][C:29]([O:32][C:33](O[C:33]([O:32][C:29]([CH3:31])([CH3:30])[CH3:28])=[O:34])=[O:34])([CH3:31])[CH3:30].